Dataset: Retrosynthesis with 50K atom-mapped reactions and 10 reaction types from USPTO. Task: Predict the reactants needed to synthesize the given product. (1) Given the product Cn1cc(-c2ccccc2)nc1CCNC(=O)c1c(C(=O)N2CCC2)nnn1C, predict the reactants needed to synthesize it. The reactants are: C1CNC1.Cn1cc(-c2ccccc2)nc1CCNC(=O)c1c(C(=O)O)nnn1C. (2) Given the product N#Cc1cnc2c(Br)cc([N+](=O)[O-])cc2c1NC1CCCCCC1, predict the reactants needed to synthesize it. The reactants are: N#Cc1cnc2c(Br)cc([N+](=O)[O-])cc2c1Cl.NC1CCCCCC1.